The task is: Predict the reaction yield, written as a fraction of the theoretical maximum amount of product (1.0 means a 100% yield; for example, 0.34 means a 34% yield).. This data is from Reaction yield outcomes from USPTO patents with 853,638 reactions. (1) The reactants are [F:1][C:2]1[CH:3]=[C:4]([CH:7]=[C:8]([F:11])[C:9]=1F)[CH:5]=[O:6].[CH3:12][S-:13].[Na+].O. The catalyst is C1COCC1. The product is [F:1][C:2]1[CH:3]=[C:4]([CH:7]=[C:8]([F:11])[C:9]=1[S:13][CH3:12])[CH:5]=[O:6]. The yield is 0.620. (2) The reactants are C([C@H]1COC(=O)N1[C:14](=[O:31])[C@@H:15]([C:24]1([OH:30])[CH2:29][CH2:28][CH2:27][CH2:26][CH2:25]1)[C:16]1[CH:21]=[CH:20][C:19]([O:22][CH3:23])=[CH:18][CH:17]=1)C1C=CC=CC=1.[O:32]1CCCC1.O.OO.O.[OH-].[Li+]. The catalyst is O.O1CCCC1. The product is [OH:30][C:24]1([C@@H:15]([C:16]2[CH:17]=[CH:18][C:19]([O:22][CH3:23])=[CH:20][CH:21]=2)[C:14]([OH:31])=[O:32])[CH2:25][CH2:26][CH2:27][CH2:28][CH2:29]1. The yield is 0.890. (3) The reactants are [C:1]([O:5][C:6]([NH:8][C:9]1[CH:14]=[CH:13][C:12]([N+:15]([O-])=O)=[CH:11][C:10]=1[C:18]#[C:19][C:20]1[CH:21]=[C:22]([NH:26][C:27](=[O:33])[O:28][C:29]([CH3:32])([CH3:31])[CH3:30])[CH:23]=[CH:24][CH:25]=1)=[O:7])([CH3:4])([CH3:3])[CH3:2].CO.C(O)(=O)C. The catalyst is [Fe].O. The product is [NH2:15][C:12]1[CH:13]=[CH:14][C:9]([NH:8][C:6]([O:5][C:1]([CH3:4])([CH3:3])[CH3:2])=[O:7])=[C:10]([C:18]#[C:19][C:20]2[CH:21]=[C:22]([NH:26][C:27](=[O:33])[O:28][C:29]([CH3:32])([CH3:31])[CH3:30])[CH:23]=[CH:24][CH:25]=2)[CH:11]=1. The yield is 0.910. (4) The reactants are [CH3:1][O:2][C:3]1[CH:8]=[C:7]([O:9][CH3:10])[CH:6]=[CH:5][C:4]=1[C:11]#[C:12][CH2:13][CH2:14][OH:15]. The catalyst is C(O)C.[Pd]. The product is [CH3:1][O:2][C:3]1[CH:8]=[C:7]([O:9][CH3:10])[CH:6]=[CH:5][C:4]=1[CH2:11][CH2:12][CH2:13][CH2:14][OH:15]. The yield is 0.970. (5) The reactants are [CH3:1][O:2][C:3]1[C:8]([N:9]2[CH2:14][CH2:13][O:12][CH2:11][CH2:10]2)=[CH:7][C:6](B2OC(C)(C)C(C)(C)O2)=[CH:5][N:4]=1.Cl[C:25]1[CH:30]=[C:29]([Cl:31])[N:28]=[N:27][C:26]=1[CH3:32].C(=O)([O-])[O-].[Cs+].[Cs+].C(P(C(C)(C)C)C(C)(C)C)(C)(C)C. The catalyst is O.CC([O-])=O.CC([O-])=O.[Pd+2].O1CCOCC1. The product is [Cl:31][C:29]1[N:28]=[N:27][C:26]([CH3:32])=[C:25]([C:6]2[CH:7]=[C:8]([N:9]3[CH2:10][CH2:11][O:12][CH2:13][CH2:14]3)[C:3]([O:2][CH3:1])=[N:4][CH:5]=2)[CH:30]=1. The yield is 0.680.